Dataset: Catalyst prediction with 721,799 reactions and 888 catalyst types from USPTO. Task: Predict which catalyst facilitates the given reaction. Product: [OH:14][CH2:13][C@@H:9]1[CH2:10][CH2:11][CH2:12][N:7]([C:18]([O:20][C:21]([CH3:24])([CH3:23])[CH3:22])=[O:19])[CH2:8]1. The catalyst class is: 30. Reactant: [H-].[Al+3].[Li+].[H-].[H-].[H-].[N:7]1([C:18]([O:20][C:21]([CH3:24])([CH3:23])[CH3:22])=[O:19])[CH2:12][CH2:11][CH2:10][C@@H:9]([C:13](OCC)=[O:14])[CH2:8]1.[OH-].[Na+].S([O-])([O-])(=O)=O.[Na+].[Na+].